This data is from Full USPTO retrosynthesis dataset with 1.9M reactions from patents (1976-2016). The task is: Predict the reactants needed to synthesize the given product. Given the product [OH:1][C@H:2]1[CH2:7][CH2:6][CH2:5][CH2:4][C@@H:3]1[NH:8][C:9]([C:11]1[C:15]2=[N:16][CH:17]=[CH:18][CH:19]=[C:14]2[N:13]([CH2:21][C:22]2[CH:23]=[CH:24][C:25]([C:28]3[S:29][CH:30]=[CH:31][N:32]=3)=[CH:26][CH:27]=2)[CH:12]=1)=[O:10], predict the reactants needed to synthesize it. The reactants are: [OH:1][C@H:2]1[CH2:7][CH2:6][CH2:5][CH2:4][C@@H:3]1[NH:8][C:9]([C:11]1[C:15]2=[N:16][CH:17]=[CH:18][CH:19]=[C:14]2[NH:13][CH:12]=1)=[O:10].Cl[CH2:21][C:22]1[CH:27]=[CH:26][C:25]([C:28]2[S:29][CH:30]=[CH:31][N:32]=2)=[CH:24][CH:23]=1.